This data is from Caco-2 cell permeability data measuring drug intestinal absorption for ~900 compounds. The task is: Regression/Classification. Given a drug SMILES string, predict its absorption, distribution, metabolism, or excretion properties. Task type varies by dataset: regression for continuous measurements (e.g., permeability, clearance, half-life) or binary classification for categorical outcomes (e.g., BBB penetration, CYP inhibition). For this dataset (caco2_wang), we predict Y. The Y is -5.13 log Papp (cm/s). The drug is CN(C)c1ccc(C(=O)NCCCCCNC(=O)CS)cc1.